Dataset: Forward reaction prediction with 1.9M reactions from USPTO patents (1976-2016). Task: Predict the product of the given reaction. (1) Given the reactants [Br:1][C:2]1[CH:3]=[CH:4][C:5]([O:19][CH3:20])=[C:6](/[CH:8]=[CH:9]/[C:10]([C:12]2[CH:17]=[CH:16][CH:15]=[CH:14][C:13]=2[OH:18])=[O:11])[CH:7]=1.II.Cl.C(OCC)(=O)C, predict the reaction product. The product is: [Br:1][C:2]1[CH:3]=[CH:4][C:5]([O:19][CH3:20])=[C:6]([C:8]2[O:18][C:13]3[C:12]([C:10](=[O:11])[CH:9]=2)=[CH:17][CH:16]=[CH:15][CH:14]=3)[CH:7]=1. (2) Given the reactants [C:1]([N:4]1[C:13]2[C:8](=[CH:9][C:10]([NH2:14])=[CH:11][CH:12]=2)[C:7]([C:16]2[CH:21]=[CH:20][CH:19]=[CH:18][CH:17]=2)([CH3:15])[CH2:6][C:5]1([CH3:23])[CH3:22])(=[O:3])[CH3:2].[C:24]1([N:30]=[C:31]=[O:32])[CH:29]=[CH:28][CH:27]=[CH:26][CH:25]=1.C(N(CC)C(C)C)(C)C, predict the reaction product. The product is: [C:1]([N:4]1[C:13]2[C:8](=[CH:9][C:10]([NH:14][C:31]([NH:30][C:24]3[CH:29]=[CH:28][CH:27]=[CH:26][CH:25]=3)=[O:32])=[CH:11][CH:12]=2)[C:7]([C:16]2[CH:21]=[CH:20][CH:19]=[CH:18][CH:17]=2)([CH3:15])[CH2:6][C:5]1([CH3:23])[CH3:22])(=[O:3])[CH3:2]. (3) Given the reactants O=P(Cl)(Cl)[Cl:3].[C:6]1([N:12]2[C:16](=O)[CH2:15][C:14]([C:18]3[CH:23]=[C:22]([F:24])[C:21]([F:25])=[CH:20][C:19]=3[F:26])=[N:13]2)[CH:11]=[CH:10][CH:9]=[CH:8][CH:7]=1.[C:27](=[O:30])([O-])[O-].[K+].[K+], predict the reaction product. The product is: [Cl:3][C:16]1[N:12]([C:6]2[CH:11]=[CH:10][CH:9]=[CH:8][CH:7]=2)[N:13]=[C:14]([C:18]2[CH:23]=[C:22]([F:24])[C:21]([F:25])=[CH:20][C:19]=2[F:26])[C:15]=1[CH:27]=[O:30]. (4) Given the reactants [CH2:1]([NH:8][CH2:9][Si:10]([CH3:13])([CH3:12])[CH3:11])[C:2]1[CH:7]=[CH:6][CH:5]=[CH:4][CH:3]=1.[CH2:14]=O.[C:16]([O-:19])([O-])=O.[K+].[K+], predict the reaction product. The product is: [CH2:1]([N:8]([CH2:14][O:19][CH3:16])[CH2:9][Si:10]([CH3:13])([CH3:12])[CH3:11])[C:2]1[CH:7]=[CH:6][CH:5]=[CH:4][CH:3]=1. (5) Given the reactants [CH2:1]([N:8]1[CH2:13][CH2:12][C:11]([C:15]2[CH:20]=[C:19]([Cl:21])[CH:18]=[CH:17][C:16]=2[NH:22]C(=O)C(C)(C)C)(O)[CH2:10][CH2:9]1)[C:2]1[CH:7]=[CH:6][CH:5]=[CH:4][CH:3]=1, predict the reaction product. The product is: [CH2:1]([N:8]1[CH2:9][CH:10]=[C:11]([C:15]2[CH:20]=[C:19]([Cl:21])[CH:18]=[CH:17][C:16]=2[NH2:22])[CH2:12][CH2:13]1)[C:2]1[CH:7]=[CH:6][CH:5]=[CH:4][CH:3]=1. (6) Given the reactants [CH2:1]([O:3][C:4](=[O:20])[CH2:5][C:6]1[C:11](N)=[CH:10][N:9]=[C:8]([N:13]2[CH2:18][CH2:17][N:16]([CH3:19])[CH2:15][CH2:14]2)[CH:7]=1)[CH3:2].N([O-])=O.[Na+].[Na+].[Cl-:26], predict the reaction product. The product is: [CH2:1]([O:3][C:4](=[O:20])[CH2:5][C:6]1[C:11]([Cl:26])=[CH:10][N:9]=[C:8]([N:13]2[CH2:18][CH2:17][N:16]([CH3:19])[CH2:15][CH2:14]2)[CH:7]=1)[CH3:2]. (7) Given the reactants [C:1]1([Mg]Br)[CH:6]=[CH:5][CH:4]=[CH:3][CH:2]=1.[Br:9][C:10]1[CH:24]=[CH:23][CH:22]=[CH:21][C:11]=1[C:12]([C:14]1[CH:19]=[CH:18][CH:17]=[CH:16][C:15]=1[Br:20])=O.S(Cl)(Cl)=O.N[C:30]1[CH:35]=[CH:34][CH:33]=[CH:32][CH:31]=1.Cl.N(OCCC(C)C)=O.P(P(O)(O)=O)(O)(O)=O, predict the reaction product. The product is: [Br:9][C:10]1[CH:24]=[CH:23][CH:22]=[CH:21][C:11]=1[C:12]([C:14]1[CH:19]=[CH:18][CH:17]=[CH:16][C:15]=1[Br:20])([C:30]1[CH:35]=[CH:34][CH:33]=[CH:32][CH:31]=1)[C:1]1[CH:6]=[CH:5][CH:4]=[CH:3][CH:2]=1. (8) Given the reactants Cl[C:2]1[CH2:7][CH2:6][C:5]([CH3:9])([CH3:8])[C:4](=[O:10])[CH:3]=1.[S:11]1[CH:15]=[CH:14][N:13]=[CH:12]1.C(C(CCCC)C(O)=O)C.C([O-])([O-])=O.[K+].[K+].C1(P(C2CCCCC2)C2CCCCC2)CCCCC1, predict the reaction product. The product is: [CH3:8][C:5]1([CH3:9])[C:4](=[O:10])[CH:3]=[C:2]([C:15]2[S:11][CH:12]=[N:13][CH:14]=2)[CH2:7][CH2:6]1. (9) Given the reactants C(O[C:4]([C:6]1[CH:10]=[C:9]([C:11]2[CH:16]=[CH:15][N:14]=[C:13]([Cl:17])[CH:12]=2)[NH:8][C:7]=1[NH2:18])=[O:5])C.CCO[C:22]([C:24]([NH2:26])=O)=O.Cl.CC[O-].[Na+].C(=O)(O)[O-].[Na+], predict the reaction product. The product is: [Cl:17][C:13]1[CH:12]=[C:11]([C:9]2[NH:8][C:7]3[N:18]=[C:24]([CH3:22])[NH:26][C:4](=[O:5])[C:6]=3[CH:10]=2)[CH:16]=[CH:15][N:14]=1. (10) Given the reactants [C:1]1([NH:7][N:8]=[CH:9][CH:10]=O)[CH:6]=[CH:5][CH:4]=[CH:3][CH:2]=1.C(=O)([O-])[O-].[K+].[K+].Cl[CH2:19][C:20](=[O:22])[CH3:21], predict the reaction product. The product is: [C:1]1([N:7]2[C:19]([C:20](=[O:22])[CH3:21])=[CH:10][CH:9]=[N:8]2)[CH:2]=[CH:3][CH:4]=[CH:5][CH:6]=1.